From a dataset of Reaction yield outcomes from USPTO patents with 853,638 reactions. Predict the reaction yield, written as a fraction of the theoretical maximum amount of product (1.0 means a 100% yield; for example, 0.34 means a 34% yield). (1) The reactants are [CH3:1][O:2][C:3]1[CH:10]=[CH:9][C:6]([CH2:7][NH2:8])=[CH:5][CH:4]=1.F[C:12]1[CH:20]=[N:19][CH:18]=[CH:17][C:13]=1[C:14]([OH:16])=[O:15]. No catalyst specified. The product is [CH3:1][O:2][C:3]1[CH:10]=[CH:9][C:6]([CH2:7][NH:8][C:17]2[CH:18]=[N:19][CH:20]=[CH:12][C:13]=2[C:14]([OH:16])=[O:15])=[CH:5][CH:4]=1. The yield is 0.260. (2) The reactants are [F:1][C:2]1[CH:7]=[CH:6][C:5]([F:8])=[CH:4][C:3]=1[CH2:9][CH:10]([NH:12][C:13]1[CH:18]=[CH:17][NH:16][C:15](=[O:19])[C:14]=1[C:20]1[NH:34][C:23]2=[CH:24][C:25]3[C:26](=[O:33])[N:27]([CH3:32])[C:28](=O)[C:29]=3[CH:30]=[C:22]2[N:21]=1)[CH3:11]. The yield is 0.627. The catalyst is C(O)(=O)C.[Zn]. The product is [F:1][C:2]1[CH:7]=[CH:6][C:5]([F:8])=[CH:4][C:3]=1[CH2:9][CH:10]([NH:12][C:13]1[CH:18]=[CH:17][NH:16][C:15](=[O:19])[C:14]=1[C:20]1[NH:21][C:22]2=[CH:30][C:29]3[CH2:28][N:27]([CH3:32])[C:26](=[O:33])[C:25]=3[CH:24]=[C:23]2[N:34]=1)[CH3:11]. (3) The catalyst is O1CCCC1.FC(F)(F)C(O)=O. The reactants are [Cl:1][C:2]1[CH:3]=[CH:4][C:5]2[CH:6]=[C:7]3[CH2:14][NH:13][CH2:12][C@H:11]([CH3:15])[N:8]3[C:9]=2[CH:10]=1.[BH4-].[Na+].[OH-].[Na+]. The yield is 0.740. The product is [Cl:1][C:2]1[CH:3]=[CH:4][C:5]2[CH2:6][C@H:7]3[CH2:14][NH:13][CH2:12][C@H:11]([CH3:15])[N:8]3[C:9]=2[CH:10]=1.[Cl:1][C:2]1[CH:3]=[CH:4][C:5]2[CH2:6][C@@H:7]3[CH2:14][NH:13][CH2:12][C@H:11]([CH3:15])[N:8]3[C:9]=2[CH:10]=1. (4) The reactants are [CH3:1][N:2]1[CH2:7][CH2:6][N:5]([CH2:8][C:9]#[C:10][C:11]2[CH:16]=[CH:15][C:14]([N+:17]([O-])=O)=[C:13]([O:20][CH3:21])[CH:12]=2)[CH2:4][CH2:3]1. The catalyst is CCOC(C)=O.CO. The product is [CH3:21][O:20][C:13]1[CH:12]=[C:11]([CH2:10][CH2:9][CH2:8][N:5]2[CH2:6][CH2:7][N:2]([CH3:1])[CH2:3][CH2:4]2)[CH:16]=[CH:15][C:14]=1[NH2:17]. The yield is 0.600. (5) The reactants are [CH3:1][CH:2]1[CH2:6][CH2:5][CH2:4][NH:3]1.[CH2:7]([O:9][C:10](=[O:27])[C:11]1[CH:19]=[C:18]([C:20](=[O:26])[N:21]([CH3:25])[CH2:22][CH2:23][CH3:24])[CH:17]=[C:13]([C:14](O)=[O:15])[CH:12]=1)[CH3:8].ON1C2C=CC=CC=2N=N1.C(N=C=NC(C)C)(C)C. The catalyst is ClCCl. The product is [CH2:7]([O:9][C:10](=[O:27])[C:11]1[CH:12]=[C:13]([C:14]([N:3]2[CH2:4][CH2:5][CH2:6][CH:2]2[CH3:1])=[O:15])[CH:17]=[C:18]([C:20]([N:21]([CH3:25])[CH2:22][CH2:23][CH3:24])=[O:26])[CH:19]=1)[CH3:8]. The yield is 0.280. (6) The reactants are O[CH2:2][CH2:3][CH2:4][O:5][C:6]1[CH:7]=[C:8]([C:12]2[C:13]3[NH:17][C:16]([CH:18]=[C:19]4[N:46]=[C:22]([C:23]([C:35]5[CH:40]=[CH:39][CH:38]=[C:37]([O:41][CH2:42][CH2:43][CH2:44]O)[CH:36]=5)=[C:24]5[NH:34][C:27](=[CH:28][C:29]6[CH:30]=[CH:31][C:32]=2[N:33]=6)[CH:26]=[CH:25]5)[CH:21]=[CH:20]4)=[CH:15][CH:14]=3)[CH:9]=[CH:10][CH:11]=1.C(N(CC)CC)C.[CH3:54][S:55](Cl)(=[O:57])=[O:56]. The catalyst is C(Cl)Cl. The product is [CH3:54][S:55]([CH2:2][CH2:3][CH2:4][O:5][C:6]1[CH:7]=[C:8]([C:12]2[C:13]3[NH:17][C:16]([CH:18]=[C:19]4[N:46]=[C:22]([C:23]([C:35]5[CH:40]=[CH:39][CH:38]=[C:37]([O:41][CH2:42][CH2:43][CH2:44][S:55]([CH3:54])(=[O:57])=[O:56])[CH:36]=5)=[C:24]5[NH:34][C:27](=[CH:28][C:29]6[CH:30]=[CH:31][C:32]=2[N:33]=6)[CH:26]=[CH:25]5)[CH:21]=[CH:20]4)=[CH:15][CH:14]=3)[CH:9]=[CH:10][CH:11]=1)(=[O:57])=[O:56]. The yield is 0.450. (7) The reactants are [O:1]=[C:2]1[CH:11]=[CH:10][C:9]2[C:4](=[C:5]([CH2:12][CH2:13][N:14]3[CH2:19][CH2:18][CH:17]([NH:20]C(=O)OC(C)(C)C)[CH2:16][CH2:15]3)[CH:6]=[CH:7][CH:8]=2)[O:3]1.[ClH:28]. The catalyst is CO.C(Cl)Cl.O1CCOCC1. The product is [ClH:28].[NH2:20][CH:17]1[CH2:18][CH2:19][N:14]([CH2:13][CH2:12][C:5]2[CH:6]=[CH:7][CH:8]=[C:9]3[C:4]=2[O:3][C:2](=[O:1])[CH:11]=[CH:10]3)[CH2:15][CH2:16]1. The yield is 0.730. (8) The reactants are Cl[C:2]1[CH:7]=[C:6]([O:8][C:9]2[CH:10]=[N:11][C:12]([N+:15]([O-:17])=[O:16])=[CH:13][CH:14]=2)[CH:5]=[CH:4][N:3]=1.[CH3:18][N:19]([CH3:23])[C:20]([NH2:22])=[O:21].C([O-])([O-])=O.[Cs+].[Cs+].CC1(C)C2C(=C(P(C3C=CC=CC=3)C3C=CC=CC=3)C=CC=2)OC2C(P(C3C=CC=CC=3)C3C=CC=CC=3)=CC=CC1=2. The catalyst is O1CCOCC1.C1C=CC(/C=C/C(/C=C/C2C=CC=CC=2)=O)=CC=1.C1C=CC(/C=C/C(/C=C/C2C=CC=CC=2)=O)=CC=1.C1C=CC(/C=C/C(/C=C/C2C=CC=CC=2)=O)=CC=1.[Pd].[Pd]. The product is [CH3:18][N:19]([CH3:23])[C:20]([NH:22][C:2]1[CH:7]=[C:6]([O:8][C:9]2[CH:10]=[N:11][C:12]([N+:15]([O-:17])=[O:16])=[CH:13][CH:14]=2)[CH:5]=[CH:4][N:3]=1)=[O:21]. The yield is 0.810.